Regression/Classification. Given a drug SMILES string, predict its absorption, distribution, metabolism, or excretion properties. Task type varies by dataset: regression for continuous measurements (e.g., permeability, clearance, half-life) or binary classification for categorical outcomes (e.g., BBB penetration, CYP inhibition). Dataset: cyp2c9_veith. From a dataset of CYP2C9 inhibition data for predicting drug metabolism from PubChem BioAssay. (1) The molecule is CCOC(=O)Cn1c(C(F)(F)F)nc2nc(Cl)c(Cl)nc21. The result is 1 (inhibitor). (2) The drug is O=C(CO)Nc1ccc([As](=O)(O)O)cc1. The result is 0 (non-inhibitor). (3) The molecule is c1ccc2cc(CC3=NCCN3)ccc2c1. The result is 0 (non-inhibitor). (4) The molecule is Cn1ncc2c(Nc3cccc(C(=O)O)c3)ncnc21. The result is 0 (non-inhibitor). (5) The compound is CC(C)=CCC/C(C)=C/CO/N=C1/C[C@@H](O)[C@@H](O)[C@H]2[C@@H]1CC[C@H]1C(=O)N(c3ccc(F)cc3F)C(=O)[C@H]21. The result is 0 (non-inhibitor). (6) The compound is Nc1ncnc2nc(N3CCN(CCO)CC3)[nH]c12. The result is 0 (non-inhibitor). (7) The result is 0 (non-inhibitor). The drug is Cn1c(=O)c2c(nc(/C=C\c3cccc(Cl)c3)n2C)n(C)c1=O. (8) The drug is Cc1nc2cnc(N3CCOCC3)nc2n(C[C@H]2CCCO2)c1=O. The result is 0 (non-inhibitor).